From a dataset of Blood-brain barrier permeability classification from the B3DB database. Regression/Classification. Given a drug SMILES string, predict its absorption, distribution, metabolism, or excretion properties. Task type varies by dataset: regression for continuous measurements (e.g., permeability, clearance, half-life) or binary classification for categorical outcomes (e.g., BBB penetration, CYP inhibition). Dataset: b3db_classification. (1) The molecule is CC1(O)CCC2C3CCC4=CC(=O)CCC4(C)C3(F)C(O)CC21C. The result is 0 (does not penetrate BBB). (2) The result is 0 (does not penetrate BBB). The molecule is NCC1OC(OC2C(N)CC(N)C(OC3OC(CO)C(O)C(N)C3O)C2O)C(N)C(O)C1O. (3) The molecule is CC1(C)[C@@H]2CC[C@@]1(C)C(=O)C2. The result is 1 (penetrates BBB). (4) The molecule is O=S(=O)(c1cccc(Cl)c1)n1ccc2c(N3CCNCC3)c(Cl)ccc21. The result is 1 (penetrates BBB). (5) The molecule is COC(=O)N[C@H](C(=O)N1CCC[C@H]1c1nc2cc(F)c([C@H]3CC[C@H](c4cc5[nH]c([C@@H]6CCCN6C(=O)[C@@H](NC(=O)OC)[C@@H](C)OC)nc5cc4F)N3c3cc(F)c(N4CCC(c5ccc(F)cc5)CC4)c(F)c3)cc2[nH]1)[C@@H](C)OC. The result is 0 (does not penetrate BBB).